The task is: Predict the reactants needed to synthesize the given product.. This data is from Full USPTO retrosynthesis dataset with 1.9M reactions from patents (1976-2016). (1) Given the product [C:33]([Si:37]([CH3:50])([CH3:49])[N:38]1[C:42]2=[N:43][CH:44]=[CH:45][C:46]([CH:47]([OH:48])[C:2]3[C:7]([N:8]([CH2:23][O:24][CH3:25])[S:9]([C:12]4[CH:17]=[CH:16][C:15]([Cl:18])=[C:14]([C:19]([F:22])([F:21])[F:20])[CH:13]=4)(=[O:11])=[O:10])=[CH:6][C:5]([Cl:26])=[C:4]([CH3:27])[N:3]=3)=[C:41]2[CH:40]=[CH:39]1)([CH3:36])([CH3:35])[CH3:34], predict the reactants needed to synthesize it. The reactants are: Br[C:2]1[C:7]([N:8]([CH2:23][O:24][CH3:25])[S:9]([C:12]2[CH:17]=[CH:16][C:15]([Cl:18])=[C:14]([C:19]([F:22])([F:21])[F:20])[CH:13]=2)(=[O:11])=[O:10])=[CH:6][C:5]([Cl:26])=[C:4]([CH3:27])[N:3]=1.C([Mg]Cl)(C)C.[C:33]([Si:37]([CH3:50])([CH3:49])[N:38]1[C:42]2[N:43]=[CH:44][CH:45]=[C:46]([CH:47]=[O:48])[C:41]=2[CH:40]=[CH:39]1)([CH3:36])([CH3:35])[CH3:34]. (2) Given the product [CH3:1][C@:2]1([C:27]#[N:29])[CH2:6][CH2:5][CH2:4][N:3]1[C:7]([CH:9]1[CH2:14][CH2:13][N:12]([C:15]2[CH:16]=[N:17][CH:18]=[CH:19][C:20]=2[N:21]2[CH:25]=[C:24]([CH3:26])[CH:23]=[N:22]2)[CH2:11][CH2:10]1)=[O:8], predict the reactants needed to synthesize it. The reactants are: [CH3:1][C@:2]1([C:27]([NH2:29])=O)[CH2:6][CH2:5][CH2:4][N:3]1[C:7]([CH:9]1[CH2:14][CH2:13][N:12]([C:15]2[CH:16]=[N:17][CH:18]=[CH:19][C:20]=2[N:21]2[CH:25]=[C:24]([CH3:26])[CH:23]=[N:22]2)[CH2:11][CH2:10]1)=[O:8].N1C=CC=CC=1.FC(F)(F)C(OC(=O)C(F)(F)F)=O.